This data is from Full USPTO retrosynthesis dataset with 1.9M reactions from patents (1976-2016). The task is: Predict the reactants needed to synthesize the given product. Given the product [NH2:37][C:18]1[CH:17]=[C:16]([O:15][C:14]2[CH:25]=[CH:26][C:11]([NH:10][C:8]([C:5]3[C:4](=[O:28])[N:3]([C:29]4[CH:30]=[CH:31][CH:32]=[CH:33][CH:34]=4)[N:2]([CH3:1])[C:6]=3[CH3:7])=[O:9])=[C:12]([F:27])[CH:13]=2)[CH:21]=[CH:20][N:19]=1, predict the reactants needed to synthesize it. The reactants are: [CH3:1][N:2]1[C:6]([CH3:7])=[C:5]([C:8]([NH:10][C:11]2[CH:26]=[CH:25][C:14]([O:15][C:16]3[CH:21]=[CH:20][N:19]=[C:18](C(N)=O)[CH:17]=3)=[CH:13][C:12]=2[F:27])=[O:9])[C:4](=[O:28])[N:3]1[C:29]1[CH:34]=[CH:33][CH:32]=[CH:31][CH:30]=1.CC#[N:37].O.C(OI(C1C=CC=CC=1)OC(=O)C)(=O)C.